This data is from Forward reaction prediction with 1.9M reactions from USPTO patents (1976-2016). The task is: Predict the product of the given reaction. Given the reactants [F:1][C:2]1[CH:25]=[CH:24][CH:23]=[CH:22][C:3]=1[CH2:4][C:5]1([O:20][CH3:21])[CH2:10][CH2:9][N:8]([C:11]2[CH:19]=[CH:18][C:14]([C:15]([NH2:17])=O)=[CH:13][CH:12]=2)[CH2:7][CH2:6]1.CN(C=O)C.C(Cl)(=O)C(Cl)=O.N1C=CC=CC=1, predict the reaction product. The product is: [F:1][C:2]1[CH:25]=[CH:24][CH:23]=[CH:22][C:3]=1[CH2:4][C:5]1([O:20][CH3:21])[CH2:10][CH2:9][N:8]([C:11]2[CH:19]=[CH:18][C:14]([C:15]#[N:17])=[CH:13][CH:12]=2)[CH2:7][CH2:6]1.